This data is from NCI-60 drug combinations with 297,098 pairs across 59 cell lines. The task is: Regression. Given two drug SMILES strings and cell line genomic features, predict the synergy score measuring deviation from expected non-interaction effect. (1) Drug 1: CC1=C2C(C(=O)C3(C(CC4C(C3C(C(C2(C)C)(CC1OC(=O)C(C(C5=CC=CC=C5)NC(=O)OC(C)(C)C)O)O)OC(=O)C6=CC=CC=C6)(CO4)OC(=O)C)OC)C)OC. Drug 2: CS(=O)(=O)OCCCCOS(=O)(=O)C. Cell line: PC-3. Synergy scores: CSS=34.6, Synergy_ZIP=-7.84, Synergy_Bliss=-7.67, Synergy_Loewe=-30.3, Synergy_HSA=-5.86. (2) Drug 1: CCCS(=O)(=O)NC1=C(C(=C(C=C1)F)C(=O)C2=CNC3=C2C=C(C=N3)C4=CC=C(C=C4)Cl)F. Drug 2: CN(C)C1=NC(=NC(=N1)N(C)C)N(C)C. Cell line: MDA-MB-435. Synergy scores: CSS=27.6, Synergy_ZIP=4.63, Synergy_Bliss=5.46, Synergy_Loewe=-11.7, Synergy_HSA=1.65. (3) Drug 1: C1CCC(C(C1)N)N.C(=O)(C(=O)[O-])[O-].[Pt+4]. Drug 2: C(CCl)NC(=O)N(CCCl)N=O. Cell line: HOP-92. Synergy scores: CSS=20.4, Synergy_ZIP=-2.84, Synergy_Bliss=0.434, Synergy_Loewe=-0.350, Synergy_HSA=0.927.